From a dataset of Forward reaction prediction with 1.9M reactions from USPTO patents (1976-2016). Predict the product of the given reaction. (1) Given the reactants C[O:2][C:3](=[O:20])[CH:4]([C:11]1[CH:16]=[CH:15][C:14]([O:17][CH3:18])=[C:13]([F:19])[CH:12]=1)[CH2:5][CH:6]1[CH2:10][CH2:9][CH2:8][CH2:7]1.[OH-].[Li+].Cl, predict the reaction product. The product is: [CH:6]1([CH2:5][CH:4]([C:11]2[CH:16]=[CH:15][C:14]([O:17][CH3:18])=[C:13]([F:19])[CH:12]=2)[C:3]([OH:20])=[O:2])[CH2:10][CH2:9][CH2:8][CH2:7]1. (2) The product is: [CH:9]([O:8][C:6]1[C:5]([N+:12]([O-:14])=[O:13])=[CH:4][C:3]([CH3:15])=[C:2]([C:19]2[CH:20]=[CH:21][N:16]=[CH:17][CH:18]=2)[CH:7]=1)([CH3:11])[CH3:10]. Given the reactants Br[C:2]1[CH:7]=[C:6]([O:8][CH:9]([CH3:11])[CH3:10])[C:5]([N+:12]([O-:14])=[O:13])=[CH:4][C:3]=1[CH3:15].[N:16]1[CH:21]=[CH:20][C:19](B(O)O)=[CH:18][CH:17]=1.C1(P(C2CCCCC2)C2C=CC=CC=2C2C(OC)=CC=CC=2OC)CCCCC1.P([O-])([O-])([O-])=O.[K+].[K+].[K+], predict the reaction product. (3) Given the reactants [CH3:1][C:2]1[CH:7]=[CH:6][N:5]2[C:8]([CH:17]3[CH2:22][CH2:21][NH:20][CH2:19][CH2:18]3)=[N:9][C:10]([C:11]3[CH:16]=[CH:15][CH:14]=[CH:13][CH:12]=3)=[C:4]2[CH:3]=1.CCN(C(C)C)C(C)C.Br[CH2:33][CH2:34][C:35]1[CH:40]=[CH:39][CH:38]=[CH:37][CH:36]=1, predict the reaction product. The product is: [CH3:1][C:2]1[CH:7]=[CH:6][N:5]2[C:8]([CH:17]3[CH2:22][CH2:21][N:20]([CH2:33][CH2:34][C:35]4[CH:40]=[CH:39][CH:38]=[CH:37][CH:36]=4)[CH2:19][CH2:18]3)=[N:9][C:10]([C:11]3[CH:16]=[CH:15][CH:14]=[CH:13][CH:12]=3)=[C:4]2[CH:3]=1. (4) Given the reactants Br[C:2]1[CH:3]=[C:4]([CH:9]=[CH:10][C:11]=1[F:12])[C:5]([O:7][CH3:8])=[O:6].[C:13]([C:15]1[CH:20]=[CH:19][CH:18]=[CH:17][N:16]=1)#[CH:14].C(N(CC)CC)C, predict the reaction product. The product is: [F:12][C:11]1[CH:10]=[CH:9][C:4]([C:5]([O:7][CH3:8])=[O:6])=[CH:3][C:2]=1[C:14]#[C:13][C:15]1[CH:20]=[CH:19][CH:18]=[CH:17][N:16]=1. (5) Given the reactants [C:1]([C:3]1[CH:8]=[CH:7][C:6]([C:9](=O)[CH2:10][C:11]([O:13][CH2:14][CH3:15])=[O:12])=[CH:5][CH:4]=1)#[N:2].CN(C(OC)OC)C.[N:25]1[C:34]2[C:29](=[CH:30][CH:31]=[CH:32][CH:33]=2)[CH:28]=[CH:27][C:26]=1[NH:35][CH2:36][CH2:37][NH:38][C:39]1[N:44]=C(C2C=CC(C(N)=O)=CC=2)C=[CH:41][N:40]=1.[O-]CC.[Na+], predict the reaction product. The product is: [C:1]([C:3]1[CH:8]=[CH:7][C:6]([C:9]2[C:10]([C:11]([O:13][CH2:14][CH3:15])=[O:12])=[CH:41][N:40]=[C:39]([NH:38][CH2:37][CH2:36][NH:35][C:26]3[CH:27]=[CH:28][C:29]4[C:34](=[CH:33][CH:32]=[CH:31][CH:30]=4)[N:25]=3)[N:44]=2)=[CH:5][CH:4]=1)#[N:2]. (6) Given the reactants CO[C:3]1[CH:11]=[CH:10][CH:9]=[C:8]2[C:4]=1[CH2:5][CH2:6][C:7]2=[O:12].C[C:14]#[N:15].[Si:16](C#N)([CH3:19])([CH3:18])[CH3:17], predict the reaction product. The product is: [CH3:17][Si:16]([CH3:19])([CH3:18])[O:12][C:7]1([C:14]#[N:15])[C:8]2[C:4](=[CH:3][CH:11]=[CH:10][CH:9]=2)[CH2:5][CH2:6]1. (7) Given the reactants [Cl:1][C:2]1[CH:3]=[C:4]([CH:18]=[CH:19][C:20]=1[O:21][CH3:22])[CH2:5][O:6][C:7]1[C:12]([C:13]([OH:15])=O)=[CH:11][N:10]=[C:9]([S:16][CH3:17])[N:8]=1.CCN(C(C)C)C(C)C.CN(C(O[N:40]1N=[N:47][C:42]2[CH:43]=[CH:44][CH:45]=[N:46][C:41]1=2)=[N+](C)C)C.F[P-](F)(F)(F)(F)F.N1C=CC=NC=1CN, predict the reaction product. The product is: [Cl:1][C:2]1[CH:3]=[C:4]([CH:18]=[CH:19][C:20]=1[O:21][CH3:22])[CH2:5][O:6][C:7]1[C:12]([C:13]([NH:47][CH2:42][C:41]2[N:40]=[CH:43][CH:44]=[CH:45][N:46]=2)=[O:15])=[CH:11][N:10]=[C:9]([S:16][CH3:17])[N:8]=1.